This data is from Full USPTO retrosynthesis dataset with 1.9M reactions from patents (1976-2016). The task is: Predict the reactants needed to synthesize the given product. (1) Given the product [Cl:1][CH2:2][C:3]1[CH:13]=[CH:14][C:9]([CH2:5][CH:6]([CH3:8])[CH3:7])=[C:10]([O:17][C:18]([F:19])([F:20])[F:21])[CH:11]=1, predict the reactants needed to synthesize it. The reactants are: [Cl:1][CH2:2][CH2:3]Cl.[CH2:5]([C:9]1[CH:14]=[CH:13]C(CO)=[CH:11][C:10]=1[O:17][C:18]([F:21])([F:20])[F:19])[CH:6]([CH3:8])[CH3:7].S(Cl)(Cl)=O. (2) Given the product [Cl:16][C:17]1[CH:18]=[CH:19][C:20]([CH3:25])=[C:21]([CH:24]=1)[CH2:22][NH:23][C:9](=[O:10])[O:11][C:12]([CH3:13])([CH3:14])[CH3:15], predict the reactants needed to synthesize it. The reactants are: [CH3:13][C:12]([O:11][C:9](O[C:9]([O:11][C:12]([CH3:15])([CH3:14])[CH3:13])=[O:10])=[O:10])([CH3:15])[CH3:14].[Cl:16][C:17]1[CH:18]=[CH:19][C:20]([CH3:25])=[C:21]([CH:24]=1)[CH2:22][NH2:23]. (3) Given the product [NH2:10][C:9]1[C:4]([NH:3][CH2:1][CH3:2])=[N:5][C:6]([F:13])=[CH:7][CH:8]=1, predict the reactants needed to synthesize it. The reactants are: [CH2:1]([NH:3][C:4]1[C:9]([N+:10]([O-])=O)=[CH:8][CH:7]=[C:6]([F:13])[N:5]=1)[CH3:2]. (4) Given the product [CH3:1][N:2]1[CH:6]=[C:5]([C:7]2[S:15][C:14]3[C:13]([C:16]4[CH2:17][CH2:18][N:19]([C:24]([NH:23][C@H:26]([C:28]5[CH:33]=[CH:32][CH:31]=[C:30]([O:34][CH3:35])[CH:29]=5)[CH3:27])=[O:25])[CH2:20][CH:21]=4)=[N:12][CH:11]=[N:10][C:9]=3[CH:8]=2)[C:4]([CH3:22])=[N:3]1, predict the reactants needed to synthesize it. The reactants are: [CH3:1][N:2]1[CH:6]=[C:5]([C:7]2[S:15][C:14]3[C:13]([C:16]4[CH2:17][CH2:18][NH:19][CH2:20][CH:21]=4)=[N:12][CH:11]=[N:10][C:9]=3[CH:8]=2)[C:4]([CH3:22])=[N:3]1.[N:23]([C@H:26]([C:28]1[CH:33]=[CH:32][CH:31]=[C:30]([O:34][CH3:35])[CH:29]=1)[CH3:27])=[C:24]=[O:25].C(N(CC)C(C)C)(C)C. (5) Given the product [ClH:20].[CH3:1][O:2][C:3](=[O:21])[C@H:4]([C:14]1[CH:19]=[CH:18][CH:17]=[CH:16][C:15]=1[Cl:20])[N:5]1[CH2:10][CH2:9][C:8]2[S:11][CH:12]=[CH:13][C:7]=2[CH2:6]1, predict the reactants needed to synthesize it. The reactants are: [CH3:1][O:2][C:3](=[O:21])[C@H:4]([C:14]1[CH:19]=[CH:18][CH:17]=[CH:16][C:15]=1[Cl:20])[N:5]1[CH2:10][CH2:9][C:8]2[S:11][CH:12]=[CH:13][C:7]=2[CH2:6]1.Cl. (6) The reactants are: [CH3:1][S:2](Cl)(=[O:4])=[O:3].FC(F)(F)C(O)=O.[NH2:13][CH2:14][CH2:15][N:16]1[C:25]2[C:20](=[CH:21][CH:22]=[CH:23][CH:24]=2)[CH2:19][CH:18]([NH:26][C:27]([C:29]2[NH:38][C:32]3=[CH:33][N:34]=[C:35]([Cl:37])[CH:36]=[C:31]3[CH:30]=2)=[O:28])[C:17]1=[O:39].C(N(CC)CC)C. Given the product [CH3:1][S:2]([NH:13][CH2:14][CH2:15][N:16]1[C:25]2[C:20](=[CH:21][CH:22]=[CH:23][CH:24]=2)[CH2:19][CH:18]([NH:26][C:27]([C:29]2[NH:38][C:32]3=[CH:33][N:34]=[C:35]([Cl:37])[CH:36]=[C:31]3[CH:30]=2)=[O:28])[C:17]1=[O:39])(=[O:4])=[O:3], predict the reactants needed to synthesize it. (7) Given the product [CH3:1][CH:2]([NH:24][C:25](=[O:28])[CH2:26][CH3:27])[C:3]#[C:4][C:5]1[S:9][C:8]([O:10][C:11]2[CH:16]=[CH:15][C:14]([O:17][C:18]3[CH:23]=[CH:22][CH:21]=[CH:20][CH:19]=3)=[CH:13][CH:12]=2)=[N:7][CH:6]=1, predict the reactants needed to synthesize it. The reactants are: [CH3:1][CH:2]([NH2:24])[C:3]#[C:4][C:5]1[S:9][C:8]([O:10][C:11]2[CH:16]=[CH:15][C:14]([O:17][C:18]3[CH:23]=[CH:22][CH:21]=[CH:20][CH:19]=3)=[CH:13][CH:12]=2)=[N:7][CH:6]=1.[C:25](O)(=[O:28])[CH2:26][CH3:27].CN(C(ON1N=NC2C=CC=CC1=2)=[N+](C)C)C.[B-](F)(F)(F)F.C(N(C(C)C)CC)(C)C. (8) Given the product [CH3:19][O:18][N:20]=[C:8]([C:3]1[CH:4]=[CH:5][CH:6]=[CH:7][C:2]=1[NH2:1])[CH3:10], predict the reactants needed to synthesize it. The reactants are: [NH2:1][C:2]1[CH:7]=[CH:6][CH:5]=[CH:4][C:3]=1[C:8]([C:10]1C=CC=CC=1N)=O.Cl.[O:18]([NH2:20])[CH3:19].